Dataset: Catalyst prediction with 721,799 reactions and 888 catalyst types from USPTO. Task: Predict which catalyst facilitates the given reaction. Reactant: Cl[C:2]1[N:7]=[C:6]([C:8]2[CH:9]=[N:10][CH:11]=[CH:12][CH:13]=2)[N:5]=[C:4]2[N:14]([CH3:17])[N:15]=[CH:16][C:3]=12.[NH2:18][C:19]1[CH:20]=[C:21]([CH:35]=[CH:36][C:37]=1[CH3:38])[C:22]([NH:24][C:25]1[CH:30]=[CH:29][CH:28]=[C:27]([C:31]([F:34])([F:33])[F:32])[CH:26]=1)=[O:23]. The catalyst class is: 107. Product: [CH3:38][C:37]1[CH:36]=[CH:35][C:21]([C:22]([NH:24][C:25]2[CH:30]=[CH:29][CH:28]=[C:27]([C:31]([F:32])([F:33])[F:34])[CH:26]=2)=[O:23])=[CH:20][C:19]=1[NH:18][C:2]1[N:7]=[C:6]([C:8]2[CH:9]=[N:10][CH:11]=[CH:12][CH:13]=2)[N:5]=[C:4]2[N:14]([CH3:17])[N:15]=[CH:16][C:3]=12.